The task is: Binary Classification. Given a miRNA mature sequence and a target amino acid sequence, predict their likelihood of interaction.. This data is from Experimentally validated miRNA-target interactions with 360,000+ pairs, plus equal number of negative samples. (1) The miRNA is hsa-miR-5739 with sequence GCGGAGAGAGAAUGGGGAGC. The protein sequence of the target gene is MDFSVKVDIEKEVTCPICLELLTEPLSLDCGHSFCQACITAKIKESVIISRGESSCPVCQTRFQPGNLRPNRHLANIVERVKEVKMSPQEGQKRDVCEHHGKKLQIFCKEDGKVICWVCELSQEHQGHQTFRINEVVKECQEKLQVALQRLIKEDQEAEKLEDDIRQERTAWKNYIQIERQKILKGFNEMRVILDNEEQRELQKLEEGEVNVLDNLAAATDQLVQQRQDASTLISDLQRRLRGSSVEMLQDVIDVMKRSESWTLKKPKSVSKKLKSVFRVPDLSGMLQVLKELTDVQYYW.... Result: 0 (no interaction). (2) Result: 1 (interaction). The miRNA is hsa-miR-34c-3p with sequence AAUCACUAACCACACGGCCAGG. The protein sequence of the target gene is MWTLVGRGWGCARALAPRATGAALLVAPGPRSAPTLGAAPESWATDRLYSSAEFKEKLDMSRFPVENIRNFSIVAHVDHGKSTLADRLLELTGTIDKTKNNKQVLDKLQVERERGITVKAQTASLFYNCEGKQYLLNLIDTPGHVDFSYEVSRSLSACQGVLLVVDANEGIQAQTVANFFLAFEAQLSVIPVINKIDLKNADPERVENQIEKVFDIPSDECIKISAKLGTNVESVLQAIIERIPPPKVHRKNPLRALVFDSTFDQYRGVIANVALFDGVVSKGDKIVSAHTQKTYEVNEV....